Predict the product of the given reaction. From a dataset of Forward reaction prediction with 1.9M reactions from USPTO patents (1976-2016). (1) Given the reactants [F:1][C:2]1[CH:3]=[N:4][C:5]([C:8]2[C:9]([NH:22][C@@H:23]3[CH2:28][CH2:27][CH2:26][N:25](C(OC(C)(C)C)=O)[CH2:24]3)=[N:10][C:11]([N:16]3[CH2:21][CH2:20][O:19][CH2:18][CH2:17]3)=[N:12][C:13]=2[O:14]C)=[N:6][CH:7]=1.[Na+].[I-].[Si](Cl)(C)(C)C, predict the reaction product. The product is: [F:1][C:2]1[CH:3]=[N:4][C:5]([C:8]2[C:13](=[O:14])[NH:12][C:11]([N:16]3[CH2:17][CH2:18][O:19][CH2:20][CH2:21]3)=[N:10][C:9]=2[NH:22][C@@H:23]2[CH2:28][CH2:27][CH2:26][NH:25][CH2:24]2)=[N:6][CH:7]=1. (2) Given the reactants [CH:1]1([C:7]2[CH:8]=[CH:9][C:10]3[N:11]([C:13]([C:17]4[S:18][C:19]([C:28](O)=[O:29])=[C:20]([C:22]5[CH:27]=[CH:26][CH:25]=[CH:24][CH:23]=5)[N:21]=4)=[C:14]([CH3:16])[N:15]=3)[CH:12]=2)[CH2:6][CH2:5][CH2:4][CH2:3][CH2:2]1.[Cl-].[NH4+].C1C=CC2N(O)N=[N:39]C=2C=1.CCN=C=NCCCN(C)C.C(=O)(O)[O-].[Na+], predict the reaction product. The product is: [CH:1]1([C:7]2[CH:8]=[CH:9][C:10]3[N:11]([C:13]([C:17]4[S:18][C:19]([C:28]([NH2:39])=[O:29])=[C:20]([C:22]5[CH:23]=[CH:24][CH:25]=[CH:26][CH:27]=5)[N:21]=4)=[C:14]([CH3:16])[N:15]=3)[CH:12]=2)[CH2:2][CH2:3][CH2:4][CH2:5][CH2:6]1. (3) Given the reactants C([N:8]1[CH2:13][CH2:12][O:11][C@H:10]([CH2:14][C:15]2[CH:20]=[CH:19][C:18]([O:21][CH3:22])=[C:17]([C:23]([F:26])([F:25])[F:24])[CH:16]=2)[CH2:9]1)(OC(C)(C)C)=O.FC(F)(F)C(O)=O, predict the reaction product. The product is: [CH3:22][O:21][C:18]1[CH:19]=[CH:20][C:15]([CH2:14][C@H:10]2[O:11][CH2:12][CH2:13][NH:8][CH2:9]2)=[CH:16][C:17]=1[C:23]([F:25])([F:26])[F:24]. (4) Given the reactants [NH2:1][C:2]1[C:11]([N:12]2[CH2:17][CH2:16][O:15][CH2:14][CH2:13]2)=[CH:10][C:9]2[C:4](=[CH:5][CH:6]=[C:7]([C:18]3[C:27]([CH2:28][CH2:29][C:30]([CH3:33])([CH3:32])[CH3:31])=[CH:26][CH:25]=[CH:24][C:19]=3[C:20]([O:22]C)=[O:21])[CH:8]=2)[N:3]=1.[OH-].[Na+].[ClH:36], predict the reaction product. The product is: [ClH:36].[NH2:1][C:2]1[C:11]([N:12]2[CH2:13][CH2:14][O:15][CH2:16][CH2:17]2)=[CH:10][C:9]2[C:4](=[CH:5][CH:6]=[C:7]([C:18]3[C:27]([CH2:28][CH2:29][C:30]([CH3:33])([CH3:32])[CH3:31])=[CH:26][CH:25]=[CH:24][C:19]=3[C:20]([OH:22])=[O:21])[CH:8]=2)[N:3]=1. (5) The product is: [Cl:24][C:21]1[CH:20]=[CH:19][C:18]([C:11]2[C:10]3[CH2:9][NH:8][CH2:17][CH2:16][CH2:15][C:14]=3[N:13]([CH2:29][C:28]3[CH:31]=[CH:32][C:33]([CH3:34])=[C:26]([F:25])[CH:27]=3)[N:12]=2)=[CH:23][CH:22]=1. Given the reactants C(OC([N:8]1[CH2:17][CH2:16][CH2:15][C:14]2[NH:13][N:12]=[C:11]([C:18]3[CH:23]=[CH:22][C:21]([Cl:24])=[CH:20][CH:19]=3)[C:10]=2[CH2:9]1)=O)(C)(C)C.[F:25][C:26]1[CH:27]=[C:28]([CH:31]=[CH:32][C:33]=1[CH3:34])[CH2:29]Br, predict the reaction product. (6) Given the reactants [Cl-].[CH3:2][S+](C)(C)=O.[OH-].[Na+].[Cl:9][C:10]1([C:13](=[O:22])[CH2:14][C:15]2[CH:20]=[CH:19][N:18]=[CH:17][C:16]=2[Cl:21])[CH2:12][CH2:11]1, predict the reaction product. The product is: [Cl:21][C:16]1[CH:17]=[N:18][CH:19]=[CH:20][C:15]=1[CH2:14][C:13]1([C:10]2([Cl:9])[CH2:12][CH2:11]2)[CH2:2][O:22]1. (7) Given the reactants [C:1]([Mg]Br)#[CH:2].[CH:5]([C:8]([C:10]1[CH:15]=[CH:14][CH:13]=[CH:12][CH:11]=1)=[O:9])([CH3:7])[CH3:6], predict the reaction product. The product is: [CH:5]([C:8]([C:10]1[CH:15]=[CH:14][CH:13]=[CH:12][CH:11]=1)([OH:9])[C:1]#[CH:2])([CH3:7])[CH3:6].